From a dataset of Full USPTO retrosynthesis dataset with 1.9M reactions from patents (1976-2016). Predict the reactants needed to synthesize the given product. (1) The reactants are: Br[C:2]1[N:3]=[C:4]([NH:23][C:24]([CH3:40])([C:26]2[CH:31]=[CH:30][CH:29]=[CH:28][C:27]=2[O:32]CC2C=CC=CC=2)[CH3:25])[C:5](=[O:22])[N:6]([C:8]2[CH:9]=[C:10]([CH:17]=[C:18]([F:21])[C:19]=2[CH3:20])[C:11]([NH:13][CH:14]2[CH2:16][CH2:15]2)=[O:12])[CH:7]=1.C([O-])=O.[NH4+]. Given the product [CH:14]1([NH:13][C:11](=[O:12])[C:10]2[CH:9]=[C:8]([N:6]3[CH:7]=[CH:2][N:3]=[C:4]([NH:23][C:24]([C:26]4[CH:31]=[CH:30][CH:29]=[CH:28][C:27]=4[OH:32])([CH3:25])[CH3:40])[C:5]3=[O:22])[C:19]([CH3:20])=[C:18]([F:21])[CH:17]=2)[CH2:15][CH2:16]1, predict the reactants needed to synthesize it. (2) Given the product [Cl:1][C:2]1[CH:3]=[C:4]([C:10]2[O:11][C:12]3[C:17]([C:18](=[O:20])[CH:19]=2)=[C:16]([OH:21])[CH:15]=[C:14]([OH:22])[C:13]=3[CH2:26][CH:27]=[C:28]([CH3:30])[CH3:29])[CH:5]=[CH:6][C:7]=1[O:8][CH3:9], predict the reactants needed to synthesize it. The reactants are: [Cl:1][C:2]1[CH:3]=[C:4]([C:10]2[O:11][C:12]3[C:17]([C:18](=[O:20])[CH:19]=2)=[C:16]([OH:21])[CH:15]=[C:14]([O:22]COC)[C:13]=3[CH2:26][CH:27]=[C:28]([CH3:30])[CH3:29])[CH:5]=[CH:6][C:7]=1[O:8][CH3:9].